This data is from CYP2C9 inhibition data for predicting drug metabolism from PubChem BioAssay. The task is: Regression/Classification. Given a drug SMILES string, predict its absorption, distribution, metabolism, or excretion properties. Task type varies by dataset: regression for continuous measurements (e.g., permeability, clearance, half-life) or binary classification for categorical outcomes (e.g., BBB penetration, CYP inhibition). Dataset: cyp2c9_veith. (1) The compound is O=C(NC(=S)NC1CCSC1=O)c1ccccc1Cl. The result is 0 (non-inhibitor). (2) The result is 0 (non-inhibitor). The drug is COc1ccc(C(=O)OC2C[C@@H]3CC[C@H](C2)N3C)cc1OC.